From a dataset of Forward reaction prediction with 1.9M reactions from USPTO patents (1976-2016). Predict the product of the given reaction. (1) The product is: [C:1]([O:7][CH2:8][CH2:9][C@@H:10]1[O:41][C@@H:14]2[C@H:15]([OH:40])[C@@H:16]3[O:21][C@H:20]([CH2:22][CH:23]4[CH2:27][O:26][C:25]([CH3:28])([CH3:29])[O:24]4)[C@H:19]([O:30][Si:31]([CH:37]([CH3:39])[CH3:38])([CH:34]([CH3:35])[CH3:36])[O:32][CH3:33])[C@@H:17]3[O:18][C@H:13]2[CH2:12][CH2:11]1)(=[O:6])[C:2]([CH3:3])([CH3:4])[CH3:5]. Given the reactants [C:1]([O:7][CH2:8][CH2:9][C@@H:10]1[O:41][C@@H:14]2[C:15](=[O:40])[C@@H:16]3[O:21][C@H:20]([CH2:22][CH:23]4[CH2:27][O:26][C:25]([CH3:29])([CH3:28])[O:24]4)[C@H:19]([O:30][Si:31]([CH:37]([CH3:39])[CH3:38])([CH:34]([CH3:36])[CH3:35])[O:32][CH3:33])[C@@H:17]3[O:18][C@H:13]2[CH2:12][CH2:11]1)(=[O:6])[C:2]([CH3:5])([CH3:4])[CH3:3].[BH4-].[Na+], predict the reaction product. (2) Given the reactants [CH:1]1([O:6][C:7]2[CH:40]=[CH:39][C:10]([C:11]([C:13]3[CH:32]=[CH:31][C:16]([O:17][CH2:18][C:19]4[CH:28]=[CH:27][C:22]([C:23]([O:25]C)=[O:24])=[C:21]([O:29][CH3:30])[CH:20]=4)=[C:15]([CH2:33][CH2:34][C:35]([O:37]C)=[O:36])[CH:14]=3)=[O:12])=[C:9]([OH:41])[CH:8]=2)[CH2:5][CH2:4][CH2:3][CH2:2]1.O.Cl.C(OCC)(=O)C, predict the reaction product. The product is: [C:35]([CH2:34][CH2:33][C:15]1[CH:14]=[C:13]([C:11](=[O:12])[C:10]2[CH:39]=[CH:40][C:7]([O:6][CH:1]3[CH2:5][CH2:4][CH2:3][CH2:2]3)=[CH:8][C:9]=2[OH:41])[CH:32]=[CH:31][C:16]=1[O:17][CH2:18][C:19]1[CH:28]=[CH:27][C:22]([C:23]([OH:25])=[O:24])=[C:21]([O:29][CH3:30])[CH:20]=1)([OH:37])=[O:36]. (3) Given the reactants Cl[C:2]1[N:7]=[C:6](Cl)[C:5]([F:9])=[CH:4][N:3]=1.[CH:10]([C:13]1[CH:14]=[C:15]([CH:17]=[CH:18][CH:19]=1)[NH2:16])([CH3:12])[CH3:11], predict the reaction product. The product is: [CH:10]([C:13]1[CH:14]=[C:15]([NH:16][C:2]2[N:7]=[C:6]([NH:16][C:15]3[CH:17]=[CH:18][CH:19]=[C:13]([CH:10]([CH3:12])[CH3:11])[CH:14]=3)[C:5]([F:9])=[CH:4][N:3]=2)[CH:17]=[CH:18][CH:19]=1)([CH3:12])[CH3:11]. (4) Given the reactants [CH3:1][N:2]([C@H:16]1[CH2:21][CH2:20][C@H:19]([O:22][CH2:23][CH2:24][CH2:25][C:26](=O)[CH3:27])[CH2:18][CH2:17]1)[S:3]([C:6]1[CH:11]=[CH:10][C:9]([C:12]([F:15])([F:14])[F:13])=[CH:8][CH:7]=1)(=[O:5])=[O:4].[CH3:29][NH:30][CH3:31].[BH3-]C#N.[Na+].O, predict the reaction product. The product is: [CH3:29][N:30]([CH3:31])[CH:26]([CH3:27])[CH2:25][CH2:24][CH2:23][O:22][C@H:19]1[CH2:20][CH2:21][C@H:16]([N:2]([CH3:1])[S:3]([C:6]2[CH:11]=[CH:10][C:9]([C:12]([F:15])([F:14])[F:13])=[CH:8][CH:7]=2)(=[O:5])=[O:4])[CH2:17][CH2:18]1.